From a dataset of Forward reaction prediction with 1.9M reactions from USPTO patents (1976-2016). Predict the product of the given reaction. Given the reactants [CH2:1]([O:3][C:4]([C@@H:6]1[CH2:10][C:9](=[CH2:11])[CH2:8][C@H:7]1[C:12]([O:14]CC)=[O:13])=[O:5])[CH3:2].C(=O)([O-])[O-].[K+].[K+].Cl, predict the reaction product. The product is: [CH2:1]([O:3][C:4]([C@@H:6]1[CH2:10][C:9](=[CH2:11])[CH2:8][C@H:7]1[C:12]([OH:14])=[O:13])=[O:5])[CH3:2].